From a dataset of Forward reaction prediction with 1.9M reactions from USPTO patents (1976-2016). Predict the product of the given reaction. Given the reactants Cl[CH2:2][C@H:3]([C:5]1[CH:10]=[CH:9][C:8]([Cl:11])=[C:7]([Cl:12])[CH:6]=1)[OH:4].[C-:13]#[N:14].[Na+].Cl, predict the reaction product. The product is: [Cl:12][C:7]1[CH:6]=[C:5]([CH:3]([OH:4])[CH2:2][C:13]#[N:14])[CH:10]=[CH:9][C:8]=1[Cl:11].